Dataset: Full USPTO retrosynthesis dataset with 1.9M reactions from patents (1976-2016). Task: Predict the reactants needed to synthesize the given product. (1) Given the product [CH3:16][C:3]1[C:4]([N:8]2[CH:13]3[CH2:14][CH2:15][CH:9]2[CH2:10][O:11][CH2:12]3)=[CH:5][CH:6]=[CH:7][C:2]=1[CH2:32][N:30]1[CH2:31][CH:26]2[CH2:25][N:24]([C:22]([O:21][C:17]([CH3:20])([CH3:19])[CH3:18])=[O:23])[CH2:28][CH:27]2[CH2:29]1, predict the reactants needed to synthesize it. The reactants are: Cl[C:2]1[C:3]([CH3:16])=[C:4]([N:8]2[CH:13]3[CH2:14][CH2:15][CH:9]2[CH2:10][O:11][CH2:12]3)[CH:5]=[CH:6][CH:7]=1.[C:17]([O:21][C:22]([N:24]1[CH2:28][CH:27]2[CH2:29][N:30]([CH2:32][B-](F)(F)F)[CH2:31][CH:26]2[CH2:25]1)=[O:23])([CH3:20])([CH3:19])[CH3:18].[K+].C(=O)([O-])[O-].[Cs+].[Cs+].C1(P(C2CCCCC2)C2C=CC=CC=2C2C(C(C)C)=CC(C(C)C)=CC=2C(C)C)CCCCC1. (2) Given the product [N+:5]([CH2:8][CH2:9][C:10]1[S:11][C:12]([O:15][C:16]2[CH:21]=[CH:20][C:19]([CH3:22])=[CH:18][CH:17]=2)=[CH:13][CH:14]=1)([O-:7])=[O:6], predict the reactants needed to synthesize it. The reactants are: CS(C)=O.[N+:5](/[CH:8]=[CH:9]/[C:10]1[S:11][C:12]([O:15][C:16]2[CH:21]=[CH:20][C:19]([CH3:22])=[CH:18][CH:17]=2)=[CH:13][CH:14]=1)([O-:7])=[O:6].C(O)(=O)C.[BH4-].[Na+]. (3) Given the product [C:25]([C:26]1[CH:27]=[C:28]([NH2:29])[N:14]([C:10]2[CH:11]=[CH:12][CH:13]=[C:8]([O:1][C:2]3[CH:3]=[CH:4][CH:5]=[CH:6][CH:7]=3)[CH:9]=2)[N:15]=1)([CH3:32])([CH3:31])[CH3:24], predict the reactants needed to synthesize it. The reactants are: [O:1]([C:8]1[CH:9]=[C:10]([NH2:14])[CH:11]=[CH:12][CH:13]=1)[C:2]1[CH:7]=[CH:6][CH:5]=[CH:4][CH:3]=1.[N:15]([O-])=O.[Na+].O.O.Cl[Sn]Cl.[CH3:24][C:25]([CH3:32])([CH3:31])[C:26](=O)[CH2:27][C:28]#[N:29]. (4) Given the product [CH3:1][N:2]([CH3:28])[CH:3]1[CH2:7][CH2:6][N:5]([C:8]2[N:13]=[CH:12][C:11]([C:14]3[N:18]4[CH:19]=[CH:20][CH:21]=[CH:22][C:17]4=[N:16][C:15]=3[CH2:23][OH:24])=[CH:10][CH:9]=2)[CH2:4]1, predict the reactants needed to synthesize it. The reactants are: [CH3:1][N:2]([CH3:28])[CH:3]1[CH2:7][CH2:6][N:5]([C:8]2[N:13]=[CH:12][C:11]([C:14]3[N:18]4[CH:19]=[CH:20][CH:21]=[CH:22][C:17]4=[N:16][C:15]=3[C:23](OCC)=[O:24])=[CH:10][CH:9]=2)[CH2:4]1.[BH4-].[Li+].[OH-].[Na+]. (5) The reactants are: CC(OC([NH:8][S:9]([N:12]1[CH2:17][CH2:16][N:15]([C:18]2[CH:19]=[C:20]([CH2:24][N:25]3[C:33]4[C:28](=[CH:29][CH:30]=[CH:31][CH:32]=4)[C:27]([C:34]4[CH:39]=[CH:38][C:37]([C:40]([CH3:43])([CH3:42])[CH3:41])=[CH:36][CH:35]=4)=[C:26]3[C:44]([O:46]CC3C=CC=CC=3)=[O:45])[CH:21]=[CH:22][CH:23]=2)[CH2:14][CH2:13]1)(=[O:11])=[O:10])=O)(C)C. Given the product [NH2:8][S:9]([N:12]1[CH2:17][CH2:16][N:15]([C:18]2[CH:19]=[C:20]([CH2:24][N:25]3[C:33]4[C:28](=[CH:29][CH:30]=[CH:31][CH:32]=4)[C:27]([C:34]4[CH:35]=[CH:36][C:37]([C:40]([CH3:42])([CH3:43])[CH3:41])=[CH:38][CH:39]=4)=[C:26]3[C:44]([OH:46])=[O:45])[CH:21]=[CH:22][CH:23]=2)[CH2:14][CH2:13]1)(=[O:11])=[O:10], predict the reactants needed to synthesize it. (6) Given the product [Br:1][C:2]1[CH:3]=[C:4]2[C:9](=[CH:10][CH:11]=1)[C:8](=[O:12])[NH:7][C:6](=[O:13])/[C:5]/2=[CH:14]/[O:42][CH3:38], predict the reactants needed to synthesize it. The reactants are: [Br:1][C:2]1[CH:3]=[C:4]2[C:9](=[CH:10][CH:11]=1)[C:8](=[O:12])[NH:7][C:6](=[O:13])/[C:5]/2=[CH:14]\NC1C=NC(C2C[C@H](C)N[C@H](C)C2)=C(C)C=1.BrC1C=C2C(=CC=1)[C:38](=[O:42])NC(=O)C2=CNC1C=CC(N2CC(C)NC(C)C2)=CC=1. (7) The reactants are: [NH2:1][CH2:2][CH2:3][CH2:4][N:5]1[C:17]2[C:16]3[CH:15]=[CH:14][CH:13]=[CH:12][C:11]=3[N:10]=[C:9]([NH2:18])[C:8]=2[N:7]=[C:6]1[CH3:19].[N:20]1([C:26](Cl)=[O:27])[CH2:25][CH2:24][O:23][CH2:22][CH2:21]1. Given the product [NH2:18][C:9]1[C:8]2[N:7]=[C:6]([CH3:19])[N:5]([CH2:4][CH2:3][CH2:2][NH:1][C:26]([N:20]3[CH2:25][CH2:24][O:23][CH2:22][CH2:21]3)=[O:27])[C:17]=2[C:16]2[CH:15]=[CH:14][CH:13]=[CH:12][C:11]=2[N:10]=1, predict the reactants needed to synthesize it. (8) Given the product [Cl:13][C:10]1[CH:11]=[CH:12][C:7]([N:4]2[CH:5]=[CH:6][C:2]([C:32]#[N:33])=[C:3]2[CH2:14][O:15][C:16]2[CH:21]=[CH:20][C:19]([CH2:22][CH2:23][C:24]([O:26][CH2:27][CH3:28])=[O:25])=[C:18]([F:29])[C:17]=2[F:30])=[CH:8][CH:9]=1, predict the reactants needed to synthesize it. The reactants are: Br[C:2]1[CH:6]=[CH:5][N:4]([C:7]2[CH:12]=[CH:11][C:10]([Cl:13])=[CH:9][CH:8]=2)[C:3]=1[CH2:14][O:15][C:16]1[CH:21]=[CH:20][C:19]([CH2:22][CH2:23][C:24]([O:26][CH2:27][CH3:28])=[O:25])=[C:18]([F:29])[C:17]=1[F:30].O.[CH3:32][N:33](C=O)C. (9) Given the product [CH2:1]([O:3][C:4](=[O:22])[C:5]([CH3:21])([O:14][C:15]1[CH:20]=[CH:19][CH:18]=[CH:17][CH:16]=1)[CH2:6][C:7]1[CH:12]=[CH:11][C:10]([O:13][CH2:25][CH:24]=[CH2:23])=[CH:9][CH:8]=1)[CH3:2], predict the reactants needed to synthesize it. The reactants are: [CH2:1]([O:3][C:4](=[O:22])[C:5]([CH3:21])([O:14][C:15]1[CH:20]=[CH:19][CH:18]=[CH:17][CH:16]=1)[CH2:6][C:7]1[CH:12]=[CH:11][C:10]([OH:13])=[CH:9][CH:8]=1)[CH3:2].[CH2:23](Br)[CH:24]=[CH2:25].C(=O)([O-])[O-].[K+].[K+].